Dataset: Catalyst prediction with 721,799 reactions and 888 catalyst types from USPTO. Task: Predict which catalyst facilitates the given reaction. (1) Reactant: [CH2:1]([C:4]([CH2:11][C:12]#[CH:13])([C:8]([OH:10])=[O:9])[C:5]([OH:7])=[O:6])[C:2]#[CH:3].[OH-].[Na+].[N+]([O-])(O)=O.[N+]([O-])([O-])=O.[Ag+:24]. Product: [CH2:11]([C:4]([CH2:1][C:2]#[CH:3])([C:8]([O-:10])=[O:9])[C:5]([O-:7])=[O:6])[C:12]#[CH:13].[Ag+2:24]. The catalyst class is: 24. (2) Reactant: [OH:1][C:2]1[C:11]2[C:6](=[CH:7][CH:8]=[CH:9][CH:10]=2)[O:5][C:4](=[O:12])[CH:3]=1.C(N(CC)CC)C.[C:20]1([CH3:30])[CH:25]=[CH:24][C:23]([S:26](Cl)(=[O:28])=[O:27])=[CH:22][CH:21]=1. Product: [O:12]=[C:4]1[CH:3]=[C:2]([O:1][S:26]([C:23]2[CH:24]=[CH:25][C:20]([CH3:30])=[CH:21][CH:22]=2)(=[O:28])=[O:27])[C:11]2[CH:10]=[CH:9][CH:8]=[CH:7][C:6]=2[O:5]1. The catalyst class is: 1. (3) The catalyst class is: 361. Product: [Cl:38][C:34]1[CH:33]=[C:32]([CH:37]=[CH:36][CH:35]=1)[CH2:31][NH:30][C:26]1[N:25]=[C:24]([C:21]2[N:17]3[CH:18]=[CH:19][N:20]=[C:15]([NH:14][CH:11]4[CH2:10][CH2:9][CH:8]([NH2:7])[CH2:13][CH2:12]4)[C:16]3=[N:23][CH:22]=2)[CH:29]=[CH:28][CH:27]=1. Reactant: C(OC(=O)[NH:7][CH:8]1[CH2:13][CH2:12][CH:11]([NH:14][C:15]2[C:16]3[N:17]([C:21]([C:24]4[CH:29]=[CH:28][CH:27]=[C:26]([NH:30][CH2:31][C:32]5[CH:37]=[CH:36][CH:35]=[C:34]([Cl:38])[CH:33]=5)[N:25]=4)=[CH:22][N:23]=3)[CH:18]=[CH:19][N:20]=2)[CH2:10][CH2:9]1)(C)(C)C. (4) Reactant: C[Sn](C)C.C[Sn](C)C.Br[C:10]1[O:14][C:13]([C:15]2[CH:20]=[CH:19][CH:18]=[CH:17][N:16]=2)=[CH:12][CH:11]=1.Br[C:22]1[CH:23]=[C:24]([N:29]2[CH:33]=[CH:32][N:31]=[CH:30]2)[CH:25]=[C:26]([F:28])[CH:27]=1. Product: [N:16]1[CH:17]=[CH:18][CH:19]=[CH:20][C:15]=1[C:13]1[O:14][C:10]([C:22]2[CH:27]=[C:26]([F:28])[CH:25]=[C:24]([N:29]3[CH:33]=[CH:32][N:31]=[CH:30]3)[CH:23]=2)=[CH:11][CH:12]=1. The catalyst class is: 73. (5) Reactant: [O:1]=[CH:2][C:3]1[CH:11]=[CH:10][C:7]([O:8][CH3:9])=[C:5]([OH:6])[CH:4]=1.[CH3:12][CH:13]1[O:17]C(=O)[O:15][C:14]1=O.C(=O)=[O:21]. Product: [C:14]([C:4]1[C:5]([OH:6])=[C:7]([O:8][CH3:9])[CH:10]=[CH:11][C:3]=1[C:2]([OH:21])=[O:1])(=[O:15])[CH:13]([CH3:12])[OH:17]. The catalyst class is: 236. (6) Reactant: SCC(O)=O.O.[OH-].[Li+].[CH3:9][O:10][C:11](=[O:53])[CH2:12][C:13]1[C:17]2[CH:18]=[CH:19][C:20]([N:22]([CH2:35][C:36]3[CH:37]=[CH:38][CH:39]=[C:40]4[C:45]=3[N:44]([CH2:46][C:47]3[CH:52]=[CH:51][CH:50]=[CH:49][CH:48]=3)[CH2:43][CH2:42][CH2:41]4)S(C3C=CC=CC=3[N+]([O-])=O)(=O)=O)=[CH:21][C:16]=2[O:15][CH:14]=1.C(=O)(O)[O-].[Na+]. Product: [CH3:9][O:10][C:11](=[O:53])[CH2:12][C:13]1[C:17]2[CH:18]=[CH:19][C:20]([NH:22][CH2:35][C:36]3[CH:37]=[CH:38][CH:39]=[C:40]4[C:45]=3[N:44]([CH2:46][C:47]3[CH:48]=[CH:49][CH:50]=[CH:51][CH:52]=3)[CH2:43][CH2:42][CH2:41]4)=[CH:21][C:16]=2[O:15][CH:14]=1. The catalyst class is: 3. (7) Reactant: [Br:1]N1C(=O)CCC1=O.[Cl:9][C:10]1[CH:11]=[C:12]([NH:16][C:17]2[S:18][CH:19]=[CH:20][N:21]=2)[CH:13]=[CH:14][CH:15]=1. Product: [Br:1][C:19]1[S:18][C:17]([NH:16][C:12]2[CH:13]=[CH:14][CH:15]=[C:10]([Cl:9])[CH:11]=2)=[N:21][CH:20]=1. The catalyst class is: 46. (8) Reactant: [Cl:1][C:2]1[CH:7]=[CH:6][CH:5]=[CH:4][C:3]=1[C:8]1[C:12]([C:13]([O:15]CC)=[O:14])=[CH:11][O:10][N:9]=1.[OH-].[Na+].Cl.O. Product: [Cl:1][C:2]1[CH:7]=[CH:6][CH:5]=[CH:4][C:3]=1[C:8]1[C:12]([C:13]([OH:15])=[O:14])=[CH:11][O:10][N:9]=1. The catalyst class is: 14.